From a dataset of CYP2D6 substrate classification data from Carbon-Mangels et al.. Regression/Classification. Given a drug SMILES string, predict its absorption, distribution, metabolism, or excretion properties. Task type varies by dataset: regression for continuous measurements (e.g., permeability, clearance, half-life) or binary classification for categorical outcomes (e.g., BBB penetration, CYP inhibition). Dataset: cyp2d6_substrate_carbonmangels. (1) The result is 0 (non-substrate). The drug is CCCCC(=O)N(Cc1ccc(-c2ccccc2-c2nnn[nH]2)cc1)[C@H](C(=O)O)C(C)C. (2) The drug is CO[C@H]1C=CO[C@@]2(C)Oc3c(C)c(O)c4c(O)c(cc(O)c4c3C2=O)NC(=O)C(C)=CC=C[C@H](C)[C@H](O)[C@@H](C)[C@@H](O)[C@@H](C)[C@H](OC(C)=O)[C@H]1C. The result is 0 (non-substrate). (3) The compound is CCCCCN(CCCOC)C(=O)[C@@H](CCC(=O)O)NC(=O)c1ccc(Cl)c(Cl)c1. The result is 0 (non-substrate). (4) The drug is CC(C)c1cc(C(C)C)c(CC(=O)NS(=O)(=O)Oc2c(C(C)C)cccc2C(C)C)c(C(C)C)c1. The result is 0 (non-substrate). (5) The molecule is CC[C@H](C)C(=O)O[C@H]1C[C@H](O)C=C2C=C[C@H](C)[C@H](CC[C@@H](O)C[C@@H](O)CC(=O)O)[C@H]21. The result is 0 (non-substrate). (6) The compound is CN(C)CCCN1c2ccccc2Sc2ccc(Cl)cc21. The result is 1 (substrate). (7) The drug is C[C@]12CC[C@H]3[C@@H](CCC4=CC(=O)C=C[C@@]43C)[C@@H]1CCC(=O)O2. The result is 0 (non-substrate). (8) The molecule is N=C(N)NC[C@@H]1COc2ccccc2O1. The result is 1 (substrate).